This data is from Reaction yield outcomes from USPTO patents with 853,638 reactions. The task is: Predict the reaction yield, written as a fraction of the theoretical maximum amount of product (1.0 means a 100% yield; for example, 0.34 means a 34% yield). (1) The reactants are [NH2:1]/[C:2](=[N:13]\[OH:14])/[C@@H:3]([NH:5][C:6](=[O:12])[O:7][C:8]([CH3:11])([CH3:10])[CH3:9])[CH3:4].C(N(CC)CC)C.[C:22](Cl)(=[O:24])[CH3:23]. The catalyst is C(Cl)Cl. The product is [C:22]([O:14]/[N:13]=[C:2](\[NH2:1])/[C@@H:3]([NH:5][C:6](=[O:12])[O:7][C:8]([CH3:10])([CH3:9])[CH3:11])[CH3:4])(=[O:24])[CH3:23]. The yield is 0.828. (2) The reactants are [N+:1]([C:4]1[CH:5]=[C:6]([OH:10])[CH:7]=[CH:8][CH:9]=1)([O-:3])=[O:2].C(=O)([O-])[O-].[K+].[K+].Cl[CH2:18][C@@H:19]1[CH2:23][O:22][C:21]([CH3:25])([CH3:24])[O:20]1.O. The catalyst is CN(C=O)C.CCCCC. The product is [CH3:24][C:21]1([CH3:25])[O:20][C@H:19]([CH2:18][O:10][C:6]2[CH:7]=[CH:8][CH:9]=[C:4]([N+:1]([O-:3])=[O:2])[CH:5]=2)[CH2:23][O:22]1. The yield is 0.520. (3) The reactants are [Cl:1][C:2]1[CH:7]=[CH:6][C:5]([OH:8])=[C:4](I)[CH:3]=1.C([Si]([O:17][CH2:18][C:19]#[C:20][Si](C(C)(C)C)(C)C)(C)C)(C)(C)C.[Li+].[Cl-].C([O-])([O-])=O.[Na+].[Na+].CCCC[N+](CCCC)(CCCC)CCCC.[F-]. The catalyst is CN(C=O)C.C1COCC1. The product is [Cl:1][C:2]1[CH:7]=[CH:6][C:5]2[O:8][CH:20]=[C:19]([CH2:18][OH:17])[C:4]=2[CH:3]=1. The yield is 0.990. (4) The reactants are Cl[C:2]1[C:7]([N+:8]([O-:10])=[O:9])=[CH:6][C:5]([CH3:11])=[C:4]([CH3:12])[N:3]=1.[NH2:13][C:14]1[CH:19]=[CH:18][C:17]([CH2:20][CH2:21][OH:22])=[CH:16][CH:15]=1.N1C(C)=CC=CC=1C. The catalyst is C1(C)C=CC=CC=1.C(OCC)(=O)C. The product is [CH3:11][C:5]1[CH:6]=[C:7]([N+:8]([O-:10])=[O:9])[C:2]([NH:13][C:14]2[CH:19]=[CH:18][C:17]([CH2:20][CH2:21][OH:22])=[CH:16][CH:15]=2)=[N:3][C:4]=1[CH3:12]. The yield is 0.370. (5) The reactants are C[O:2][C:3]([C@@H:5]1[CH2:9][C@@H:8]([OH:10])[CH2:7][N:6]1[C:11](=[O:28])[C@@H:12]([NH:20][C:21]([O:23][C:24]([CH3:27])([CH3:26])[CH3:25])=[O:22])[CH2:13][CH2:14][CH2:15][CH2:16][CH2:17][CH:18]=[CH2:19])=[O:4].CO.O.[OH-].[Li+]. The catalyst is C1COCC1. The product is [C:24]([O:23][C:21]([NH:20][C@@H:12]([CH2:13][CH2:14][CH2:15][CH2:16][CH2:17][CH:18]=[CH2:19])[C:11]([N:6]1[CH2:7][C@H:8]([OH:10])[CH2:9][C@H:5]1[C:3]([OH:4])=[O:2])=[O:28])=[O:22])([CH3:27])([CH3:26])[CH3:25]. The yield is 0.960. (6) The reactants are [CH3:1][C:2]1[O:6][N:5]=[C:4]([C:7]2[CH:12]=[CH:11][N:10]=[CH:9][CH:8]=2)[C:3]=1[CH2:13][O:14][C:15]1[CH:23]=[CH:22][C:18]([C:19]([OH:21])=O)=[CH:17][N:16]=1.[CH:24]([NH2:27])([CH3:26])[CH3:25]. No catalyst specified. The product is [CH:24]([NH:27][C:19](=[O:21])[C:18]1[CH:22]=[CH:23][C:15]([O:14][CH2:13][C:3]2[C:4]([C:7]3[CH:8]=[CH:9][N:10]=[CH:11][CH:12]=3)=[N:5][O:6][C:2]=2[CH3:1])=[N:16][CH:17]=1)([CH3:26])[CH3:25]. The yield is 0.700. (7) The reactants are C(N(CC)CC)C.O=C1CCC(=O)N1[O:15][C:16](=O)[CH2:17][C:18]#[N:19].[NH:21]1[CH2:26][CH2:25][CH2:24][C@@H:23]([NH:27][C:28]2[CH:33]=[CH:32][N:31]=[C:30]([C:34]3[N:38]4[CH:39]=[C:40]([C:43]#[N:44])[CH:41]=[CH:42][C:37]4=[N:36][CH:35]=3)[N:29]=2)[CH2:22]1. The catalyst is ClCCl. The product is [C:18]([CH2:17][C:16]([N:21]1[CH2:26][CH2:25][CH2:24][C@@H:23]([NH:27][C:28]2[CH:33]=[CH:32][N:31]=[C:30]([C:34]3[N:38]4[CH:39]=[C:40]([C:43]#[N:44])[CH:41]=[CH:42][C:37]4=[N:36][CH:35]=3)[N:29]=2)[CH2:22]1)=[O:15])#[N:19]. The yield is 0.830. (8) The reactants are [N:1]([C:4]1[CH:5]=[CH:6][C:7]([CH3:10])=[N:8][CH:9]=1)=[C:2]=[O:3].C([O-])(O)=O.[Na+].[NH2:16][C:17]1[CH:18]=[C:19]([CH:35]=[CH:36][CH:37]=1)[CH2:20][CH2:21][N:22]1[CH2:27][CH2:26][N:25]([C:28]([O:30][C:31]([CH3:34])([CH3:33])[CH3:32])=[O:29])[CH2:24][CH2:23]1. The catalyst is CCOC(C)=O. The product is [CH3:10][C:7]1[N:8]=[CH:9][C:4]([NH:1][C:2](=[O:3])[NH:16][C:17]2[CH:18]=[C:19]([CH:35]=[CH:36][CH:37]=2)[CH2:20][CH2:21][N:22]2[CH2:23][CH2:24][N:25]([C:28]([O:30][C:31]([CH3:33])([CH3:34])[CH3:32])=[O:29])[CH2:26][CH2:27]2)=[CH:5][CH:6]=1. The yield is 0.630. (9) The reactants are [CH3:1][O:2][C:3](=[O:6])[CH2:4][NH2:5].[CH3:7][O:8][CH2:9][CH2:10][O:11][C:12]1[CH:13]=[C:14]([CH:17]=[CH:18][CH:19]=1)[CH:15]=O. No catalyst specified. The product is [CH3:7][O:8][CH2:9][CH2:10][O:11][C:12]1[CH:13]=[C:14]([CH:17]=[CH:18][CH:19]=1)[CH2:15][NH:5][CH2:4][C:3]([O:2][CH3:1])=[O:6]. The yield is 0.550.